From a dataset of Catalyst prediction with 721,799 reactions and 888 catalyst types from USPTO. Predict which catalyst facilitates the given reaction. (1) Product: [ClH:33].[CH3:32][C@@H:28]1[CH2:27][NH:26][CH2:31][CH2:30][N:29]1[C:16]([C:14]1[S:15][C:11]([C:3]2[C:2]([CH3:1])=[C:6]([C:7]([F:8])([F:9])[F:10])[O:5][N:4]=2)=[CH:12][CH:13]=1)=[O:18]. The catalyst class is: 12. Reactant: [CH3:1][C:2]1[C:3]([C:11]2[S:15][C:14]([C:16]([OH:18])=O)=[CH:13][CH:12]=2)=[N:4][O:5][C:6]=1[C:7]([F:10])([F:9])[F:8].C([N:26]1[CH2:31][CH2:30][NH:29][C@H:28]([CH3:32])[CH2:27]1)(OC(C)(C)C)=O.[ClH:33]. (2) Reactant: [CH2:1](CN)[C:2]1[CH:7]=[CH:6][CH:5]=[CH:4][CH:3]=1.[Cl:10][CH2:11][C:12](Cl)=[O:13].[CH2:15]([N:17](CC)CC)C.C([O-])(O)=O.[Na+]. Product: [CH2:1]([N:17]([CH3:15])[C:12](=[O:13])[CH2:11][Cl:10])[C:2]1[CH:3]=[CH:4][CH:5]=[CH:6][CH:7]=1. The catalyst class is: 2. (3) Reactant: [Cl:1][C:2]1[C:3]([F:10])=[C:4]([CH:7]=[CH:8][CH:9]=1)[CH:5]=[O:6].[CH:11]([Mg]Br)=[CH2:12]. Product: [Cl:1][C:2]1[C:3]([F:10])=[C:4]([CH:5]([OH:6])[CH:11]=[CH2:12])[CH:7]=[CH:8][CH:9]=1. The catalyst class is: 1. (4) Reactant: [Cl:1][C:2]1[CH:7]=[CH:6][C:5]([C:8](=[O:25])[CH2:9][N:10]2[CH:14]=[C:13]([C:15](=[O:20])C(Cl)(Cl)Cl)[CH:12]=[C:11]2[C:21]([O:23][CH3:24])=[O:22])=[CH:4][CH:3]=1.[CH3:26][NH:27][CH3:28].[Cl-].[NH4+]. Product: [Cl:1][C:2]1[CH:7]=[CH:6][C:5]([C:8](=[O:25])[CH2:9][N:10]2[CH:14]=[C:13]([C:15](=[O:20])[N:27]([CH3:28])[CH3:26])[CH:12]=[C:11]2[C:21]([O:23][CH3:24])=[O:22])=[CH:4][CH:3]=1. The catalyst class is: 1. (5) Reactant: [C:1]1([C:16]2[NH:15][C:14]3[C:7](=[CH:8][CH:9]=[C:10]([CH:13]=3)[O:11][CH3:12])[C:6]=2[CH:5]=[CH:4][N:3]=1)[CH3:2].CN(C=O)C.[H-].[Na+].[CH2:24](Br)[C:25]1[CH:30]=[CH:29][CH:28]=[CH:27][CH:26]=1. Product: [CH2:24]([N:15]1[C:16]2[C:1]([CH3:2])=[N:3][CH:4]=[CH:5][C:6]=2[C:7]2[C:14]1=[CH:13][C:10]([O:11][CH3:12])=[CH:9][CH:8]=2)[C:25]1[CH:30]=[CH:29][CH:28]=[CH:27][CH:26]=1. The catalyst class is: 1. (6) Reactant: [CH2:1]([O:3][C:4](=[O:32])[C:5]([CH3:31])([CH3:30])[CH2:6][C:7]1[N:8]([CH2:22][C:23]2[CH:28]=[CH:27][C:26](Br)=[CH:25][CH:24]=2)[C:9]2[C:14]([C:15]=1[S:16][C:17]([CH3:20])([CH3:19])[CH3:18])=[CH:13][C:12]([OH:21])=[CH:11][CH:10]=2)[CH3:2].[B:33]1([B:33]2[O:37][C:36]([CH3:39])([CH3:38])[C:35]([CH3:41])([CH3:40])[O:34]2)[O:37][C:36]([CH3:39])([CH3:38])[C:35]([CH3:41])([CH3:40])[O:34]1.C([O-])(=O)C.[K+]. Product: [CH2:1]([O:3][C:4](=[O:32])[C:5]([CH3:31])([CH3:30])[CH2:6][C:7]1[N:8]([CH2:22][C:23]2[CH:28]=[CH:27][C:26]([B:33]3[O:37][C:36]([CH3:39])([CH3:38])[C:35]([CH3:41])([CH3:40])[O:34]3)=[CH:25][CH:24]=2)[C:9]2[C:14]([C:15]=1[S:16][C:17]([CH3:20])([CH3:19])[CH3:18])=[CH:13][C:12]([OH:21])=[CH:11][CH:10]=2)[CH3:2]. The catalyst class is: 140. (7) Reactant: [NH:1]1[C:5]2[CH:6]=[CH:7][CH:8]=[CH:9][C:4]=2[N:3]=[C:2]1[N:10]([CH2:21][C:22]1[CH:30]=[CH:29][C:25]([C:26]([OH:28])=O)=[CH:24][CH:23]=1)[CH:11]1[CH2:16][CH2:15][CH:14]([C:17]([CH3:20])([CH3:19])[CH3:18])[CH2:13][CH2:12]1.[NH:31]1[C:35]([CH2:36][NH2:37])=[N:34][N:33]=[N:32]1.C1C=CC2N(O)N=NC=2C=1.C(Cl)CCl.CCN(C(C)C)C(C)C. Product: [NH:1]1[C:5]2[CH:6]=[CH:7][CH:8]=[CH:9][C:4]=2[N:3]=[C:2]1[N:10]([CH2:21][C:22]1[CH:30]=[CH:29][C:25]([C:26]([NH:37][CH2:36][C:35]2[NH:34][N:33]=[N:32][N:31]=2)=[O:28])=[CH:24][CH:23]=1)[CH:11]1[CH2:12][CH2:13][CH:14]([C:17]([CH3:20])([CH3:19])[CH3:18])[CH2:15][CH2:16]1. The catalyst class is: 3. (8) Reactant: [Si]([O:8][CH2:9][C@:10]1([CH3:37])[S:16][CH2:15][CH2:14][N:13]2[C:17]([C:20]3([C:23]4[CH:28]=[CH:27][C:26]([C:29]5[N:30]=[N:31][C:32]([CH3:35])=[CH:33][CH:34]=5)=[CH:25][C:24]=4[F:36])[CH2:22][CH2:21]3)=[N:18][N:19]=[C:12]2[CH2:11]1)(C(C)(C)C)(C)C.Cl.O1CCOCC1. Product: [F:36][C:24]1[CH:25]=[C:26]([C:29]2[N:30]=[N:31][C:32]([CH3:35])=[CH:33][CH:34]=2)[CH:27]=[CH:28][C:23]=1[C:20]1([C:17]2[N:13]3[CH2:14][CH2:15][S:16][C@:10]([CH2:9][OH:8])([CH3:37])[CH2:11][C:12]3=[N:19][N:18]=2)[CH2:21][CH2:22]1. The catalyst class is: 5.